The task is: Predict the reaction yield, written as a fraction of the theoretical maximum amount of product (1.0 means a 100% yield; for example, 0.34 means a 34% yield).. This data is from Reaction yield outcomes from USPTO patents with 853,638 reactions. (1) The reactants are [Cl:1][C:2]1[CH:3]=[CH:4][C:5]([C:8]([C:16]2[CH:21]=[C:20]([C:22]([F:25])([F:24])[F:23])[CH:19]=[C:18]([F:26])[CH:17]=2)=[N:9][S@@:10]([C:12]([CH3:15])([CH3:14])[CH3:13])=[O:11])=[N:6][CH:7]=1.[CH2:27]([Mg])[C:28]1[CH:33]=[CH:32][CH:31]=[CH:30][CH:29]=1. The catalyst is CC(OC)(C)C.CCOCC. The product is [Cl:1][C:2]1[CH:3]=[CH:4][C:5]([C@@:8]([NH:9][S@@:10]([C:12]([CH3:15])([CH3:14])[CH3:13])=[O:11])([C:16]2[CH:21]=[C:20]([C:22]([F:25])([F:24])[F:23])[CH:19]=[C:18]([F:26])[CH:17]=2)[CH2:27][C:28]2[CH:33]=[CH:32][CH:31]=[CH:30][CH:29]=2)=[N:6][CH:7]=1. The yield is 0.720. (2) The reactants are [NH2:1][N:2]1[CH:6]=[C:5]([C:7]([O:9][CH2:10][CH3:11])=[O:8])[CH:4]=[C:3]1[C:12]([O:14]CC)=O.C(O[C:20](OCC)([CH3:23])[C:21]#[N:22])C.CC1C=CC(S(O)(=O)=O)=CC=1.C1CCN2C(=NCCC2)CC1. The catalyst is C(Cl)Cl. The product is [C:21]([C:20]1[CH:23]=[N:1][N:2]2[CH:6]=[C:5]([C:7]([O:9][CH2:10][CH3:11])=[O:8])[CH:4]=[C:3]2[C:12]=1[OH:14])#[N:22]. The yield is 0.500. (3) The reactants are [Br:1][C:2]1[CH:7]=[CH:6][CH:5]=[CH:4][C:3]=1[OH:8].N1C=CC=CC=1.[F:15][C:16]([F:29])([F:28])[S:17](O[S:17]([C:16]([F:29])([F:28])[F:15])(=[O:19])=[O:18])(=[O:19])=[O:18].Cl. The catalyst is ClCCl. The product is [F:15][C:16]([F:29])([F:28])[S:17]([O:8][C:3]1[CH:4]=[CH:5][CH:6]=[CH:7][C:2]=1[Br:1])(=[O:19])=[O:18]. The yield is 0.965. (4) The reactants are Br[C:2]1[CH:3]=[C:4]([N:8]2[C:12]3[CH2:13][O:14][CH2:15][C:11]=3[C:10]([C:16]([O:18][CH2:19][CH3:20])=[O:17])=[N:9]2)[CH:5]=[CH:6][CH:7]=1.[C:21]([C@:23]1([OH:30])[CH2:27][CH2:26][N:25]([CH3:28])[C:24]1=[O:29])#[CH:22]. No catalyst specified. The product is [OH:30][C@@:23]1([C:21]#[C:22][C:2]2[CH:3]=[C:4]([N:8]3[C:12]4[CH2:13][O:14][CH2:15][C:11]=4[C:10]([C:16]([O:18][CH2:19][CH3:20])=[O:17])=[N:9]3)[CH:5]=[CH:6][CH:7]=2)[CH2:27][CH2:26][N:25]([CH3:28])[C:24]1=[O:29]. The yield is 0.850. (5) The reactants are [CH2:1]([NH:4][C:5]1[N:10]=[C:9]([NH:11][CH2:12][CH2:13][CH3:14])[N:8]=[C:7]([NH:15][O:16][CH2:17][CH:18]([F:20])[F:19])[N:6]=1)[CH2:2][CH3:3].[OH:21][S:22]([OH:25])(=[O:24])=[O:23]. The catalyst is C(OCC)C.CCO. The product is [S:22]([OH:25])([OH:24])(=[O:23])=[O:21].[CH2:1]([NH:4][C:5]1[N:10]=[C:9]([NH:11][CH2:12][CH2:13][CH3:14])[N:8]=[C:7]([NH:15][O:16][CH2:17][CH:18]([F:20])[F:19])[N:6]=1)[CH2:2][CH3:3]. The yield is 0.930. (6) The reactants are [Cl:1][C:2]1[CH:7]=[CH:6][C:5]([NH:8][S:9]([C:12]([F:15])([F:14])[F:13])(=[O:11])=[O:10])=[C:4]([C:16](=O)[CH2:17][CH3:18])[CH:3]=1.Cl.[Cl:21][C:22]1[CH:27]=[CH:26][C:25]([O:28][NH2:29])=[CH:24][CH:23]=1.CC([O-])=O.[Na+]. The catalyst is CCO. The product is [Cl:1][C:2]1[CH:7]=[CH:6][C:5]([NH:8][S:9]([C:12]([F:15])([F:14])[F:13])(=[O:11])=[O:10])=[C:4]([C:16](=[N:29][O:28][C:25]2[CH:26]=[CH:27][C:22]([Cl:21])=[CH:23][CH:24]=2)[CH2:17][CH3:18])[CH:3]=1. The yield is 0.720. (7) The reactants are [N:1]([CH2:4][CH2:5][NH:6][C:7](=[O:21])[CH2:8][CH2:9][CH2:10][CH2:11][CH2:12][CH2:13][CH2:14][CH2:15][CH2:16]CCCC)=[N+:2]=[N-:3].[CH2:22](C1C=CC(C(Cl)=O)=CC=1)[CH2:23]CCC.N(CCN)=[N+]=[N-].C(N(CC)CC)C. The catalyst is ClCCl. The product is [N:1]([CH2:4][CH2:5][NH:6][C:7](=[O:21])[C:8]1[CH:9]=[CH:10][C:11]([CH2:12][CH2:13][CH2:14][CH2:15][CH3:16])=[CH:23][CH:22]=1)=[N+:2]=[N-:3]. The yield is 0.760.